From a dataset of Retrosynthesis with 50K atom-mapped reactions and 10 reaction types from USPTO. Predict the reactants needed to synthesize the given product. (1) The reactants are: CC(C)(C)c1nc(Cl)c2nnn(Cc3ccccc3Cl)c2n1.OC[C@@H]1NCC[C@H]1O. Given the product CC(C)(C)c1nc(N2CC[C@@H](O)[C@@H]2CO)c2nnn(Cc3ccccc3Cl)c2n1, predict the reactants needed to synthesize it. (2) Given the product COc1cc(N2CCN(C(=O)OC(C)(C)C)[C@@H](CO)C2)ccc1Cl, predict the reactants needed to synthesize it. The reactants are: CC(C)(C)OC(=O)OC(=O)OC(C)(C)C.COc1cc(N2CCN[C@H](CO)C2)ccc1Cl. (3) Given the product CCn1c(=O)c(-c2ccc(S(=O)(=O)N(C)C)cc2C)cc2cnc(S(C)=O)nc21, predict the reactants needed to synthesize it. The reactants are: CCn1c(=O)c(-c2ccc(S(=O)(=O)N(C)C)cc2C)cc2cnc(SC)nc21.O=C(OO)c1cccc(Cl)c1. (4) Given the product CC(C)[C@@H](C(=O)O)N1Cc2cc(-c3ccc(NC(=S)Nc4ccccc4C(F)(F)F)cc3)ccc2C1=O, predict the reactants needed to synthesize it. The reactants are: COC(=O)[C@H](C(C)C)N1Cc2cc(-c3ccc(NC(=S)Nc4ccccc4C(F)(F)F)cc3)ccc2C1=O.